The task is: Regression/Classification. Given a drug SMILES string, predict its absorption, distribution, metabolism, or excretion properties. Task type varies by dataset: regression for continuous measurements (e.g., permeability, clearance, half-life) or binary classification for categorical outcomes (e.g., BBB penetration, CYP inhibition). Dataset: hlm.. This data is from Human liver microsome stability data. (1) The drug is CCC(C)(C)CCn1nc(-c2cccs2)c(O)c(C2=CS(=O)(=O)c3cc(NS(C)(=O)=O)ccc3N2)c1=O. The result is 1 (stable in human liver microsomes). (2) The compound is C=C(C)[C@@H]1CC[C@]2(CN(C)CCCN3CCS(=O)(=O)CC3)CC[C@]3(C)[C@H](CC[C@@H]4[C@@]5(C)CC=C(c6ccc(C(=O)O)cc6)C(C)(C)[C@@H]5CC[C@]43C)[C@@H]12. The result is 0 (unstable in human liver microsomes). (3) The drug is COc1ccc2[nH]c(SCc3ccc4ccccc4n3)nc2c1. The result is 1 (stable in human liver microsomes). (4) The result is 0 (unstable in human liver microsomes). The compound is Cc1nc(-c2ccc3ccccc3c2)sc1-c1cnc(N=C(N)N)s1. (5) The compound is Cc1nc2c(C(F)(F)F)cccn2c1-c1cccc(Oc2cccc(S(C)(=O)=O)c2)c1. The result is 1 (stable in human liver microsomes). (6) The molecule is CNC(=O)c1c(-c2ccc(F)cc2)oc2nc(NCC(F)(F)F)c(-c3cccc(C(=O)NC(C)(C)c4noc(C)n4)c3)cc12. The result is 0 (unstable in human liver microsomes). (7) The result is 1 (stable in human liver microsomes). The molecule is COc1ccc(-n2nc(S(C)(=O)=O)c3c2C(=O)N(c2ccc(C4(Cn5ccnc5C)CC4)cc2)CC3)cc1.